Binary Classification. Given a drug SMILES string, predict its activity (active/inactive) in a high-throughput screening assay against a specified biological target. From a dataset of HIV replication inhibition screening data with 41,000+ compounds from the AIDS Antiviral Screen. (1) The compound is O=C1Oc2ccccc2C(=O)C1=CN1C(=O)NC(=Cc2ccccc2O)C1=O. The result is 0 (inactive). (2) The drug is CN(C)c1ccc(C=C2Cc3ccccc3C2=O)cc1Br. The result is 0 (inactive). (3) The compound is O=C(O)C(O)C(O)C(=O)O.c1ccc2c3c([nH]c2c1)CCc1cncnc1-3. The result is 0 (inactive). (4) The result is 0 (inactive). The molecule is CC(C)(O)c1cc2c(cc1C(C)(C)O)-c1ccccc1-2. (5) The molecule is C=C(CCC(C)C1CCC2C3=C(C(=O)CC21C)C1(C)CCC(=O)C(C)C1CC3=O)C(C)C(=O)O. The result is 0 (inactive). (6) The drug is CN(Cc1cnc2nc(N)nc(N)c2n1)c1ccc(C(=O)NC(CCC(=O)NC(CC(P(=O)(O)O)P(=O)(O)O)C(=O)O)C(=O)O)cc1.[NaH]. The result is 0 (inactive).